This data is from NCI-60 drug combinations with 297,098 pairs across 59 cell lines. The task is: Regression. Given two drug SMILES strings and cell line genomic features, predict the synergy score measuring deviation from expected non-interaction effect. (1) Drug 1: C1=CC(=CC=C1C#N)C(C2=CC=C(C=C2)C#N)N3C=NC=N3. Drug 2: N.N.Cl[Pt+2]Cl. Cell line: MOLT-4. Synergy scores: CSS=50.8, Synergy_ZIP=1.66, Synergy_Bliss=1.86, Synergy_Loewe=-4.45, Synergy_HSA=-2.10. (2) Drug 1: C1=NC2=C(N1)C(=S)N=C(N2)N. Drug 2: CCCCCOC(=O)NC1=NC(=O)N(C=C1F)C2C(C(C(O2)C)O)O. Cell line: SF-268. Synergy scores: CSS=13.1, Synergy_ZIP=-6.14, Synergy_Bliss=0.257, Synergy_Loewe=-26.0, Synergy_HSA=-2.34. (3) Drug 1: C1=NC2=C(N=C(N=C2N1C3C(C(C(O3)CO)O)F)Cl)N. Drug 2: C1C(C(OC1N2C=NC3=C2NC=NCC3O)CO)O. Synergy scores: CSS=-3.37, Synergy_ZIP=1.70, Synergy_Bliss=1.11, Synergy_Loewe=-2.92, Synergy_HSA=-2.72. Cell line: RXF 393.